Dataset: Full USPTO retrosynthesis dataset with 1.9M reactions from patents (1976-2016). Task: Predict the reactants needed to synthesize the given product. The reactants are: [F:1][CH:2]([F:24])[O:3][C:4]1[CH:5]=[C:6]([N:10]2[CH:15]=[CH:14][C:13](=[O:16])[C:12]([C:17](=O)/[CH:18]=[CH:19]/[N:20](C)C)=[N:11]2)[CH:7]=[CH:8][CH:9]=1.[F:25][C:26]1[CH:27]=[C:28]2[C:33](=[CH:34][CH:35]=1)[N:32]=[CH:31][CH:30]=[C:29]2[NH:36]N. Given the product [F:1][CH:2]([F:24])[O:3][C:4]1[CH:5]=[C:6]([N:10]2[CH:15]=[CH:14][C:13](=[O:16])[C:12]([C:17]3[N:36]([C:29]4[C:28]5[C:33](=[CH:34][CH:35]=[C:26]([F:25])[CH:27]=5)[N:32]=[CH:31][CH:30]=4)[N:20]=[CH:19][CH:18]=3)=[N:11]2)[CH:7]=[CH:8][CH:9]=1, predict the reactants needed to synthesize it.